Task: Predict the product of the given reaction.. Dataset: Forward reaction prediction with 1.9M reactions from USPTO patents (1976-2016) (1) Given the reactants [Cl:1][C:2]1[CH:3]=[CH:4][C:5]([O:14]C)=[C:6]([CH:8]2[CH2:13][CH2:12][NH:11][CH2:10][CH2:9]2)[CH:7]=1.[BrH:16], predict the reaction product. The product is: [BrH:16].[Cl:1][C:2]1[CH:3]=[CH:4][C:5]([OH:14])=[C:6]([CH:8]2[CH2:9][CH2:10][NH:11][CH2:12][CH2:13]2)[CH:7]=1. (2) Given the reactants Cl[C:2]1[C:11]2=[N:12][N:13](CC3C=CC(OC)=CC=3)[CH:14]=[C:10]2[C:9]2[CH:8]=[C:7]([O:24][CH3:25])[CH:6]=[CH:5][C:4]=2[N:3]=1.[CH3:26][N:27]1[CH2:32][CH2:31][CH:30]([O:33][C:34]2[CH:40]=[CH:39][C:37]([NH2:38])=[CH:36][CH:35]=2)[CH2:29][CH2:28]1.Cl, predict the reaction product. The product is: [CH3:25][O:24][C:7]1[CH:6]=[CH:5][C:4]2[N:3]=[C:2]([NH:38][C:37]3[CH:36]=[CH:35][C:34]([O:33][CH:30]4[CH2:31][CH2:32][N:27]([CH3:26])[CH2:28][CH2:29]4)=[CH:40][CH:39]=3)[C:11]3=[N:12][NH:13][CH:14]=[C:10]3[C:9]=2[CH:8]=1. (3) Given the reactants C([O:3][C:4](=[O:31])[CH2:5][CH:6]([N:10]1[C:14]2[CH:15]=[CH:16][CH:17]=[CH:18][C:13]=2[N:12]([CH2:19][C:20]2[C:21]3[C:28]([CH3:29])=[CH:27][CH:26]=[CH:25][C:22]=3[S:23][CH:24]=2)[C:11]1=[O:30])[CH2:7][CH2:8][CH3:9])C.[OH-].[Na+].Cl.O, predict the reaction product. The product is: [CH3:29][C:28]1[C:21]2[C:20]([CH2:19][N:12]3[C:13]4[CH:18]=[CH:17][CH:16]=[CH:15][C:14]=4[N:10]([CH:6]([CH2:7][CH2:8][CH3:9])[CH2:5][C:4]([OH:31])=[O:3])[C:11]3=[O:30])=[CH:24][S:23][C:22]=2[CH:25]=[CH:26][CH:27]=1. (4) Given the reactants [CH:1]1([NH:4][CH2:5][CH2:6][C@@H:7]2[CH2:12][CH2:11][C@@H:10]([N:13]([CH:30]([CH3:32])[CH3:31])[C:14](=[O:29])[C:15]3[CH:20]=[CH:19][C:18]([O:21][CH3:22])=[C:17]([O:23][CH2:24][CH2:25][CH2:26][O:27][CH3:28])[CH:16]=3)[CH2:9][N:8]2[C:33]([O:35][C:36]([CH3:39])([CH3:38])[CH3:37])=[O:34])[CH2:3][CH2:2]1.[C:40]1([CH2:46][S:47](Cl)(=[O:49])=[O:48])[CH:45]=[CH:44][CH:43]=[CH:42][CH:41]=1.C(N(CC)CC)C.C(=O)([O-])O.[Na+], predict the reaction product. The product is: [CH2:46]([S:47]([N:4]([CH:1]1[CH2:3][CH2:2]1)[CH2:5][CH2:6][C@H:7]1[CH2:12][CH2:11][C@@H:10]([N:13]([CH:30]([CH3:32])[CH3:31])[C:14](=[O:29])[C:15]2[CH:20]=[CH:19][C:18]([O:21][CH3:22])=[C:17]([O:23][CH2:24][CH2:25][CH2:26][O:27][CH3:28])[CH:16]=2)[CH2:9][N:8]1[C:33]([O:35][C:36]([CH3:37])([CH3:39])[CH3:38])=[O:34])(=[O:49])=[O:48])[C:40]1[CH:45]=[CH:44][CH:43]=[CH:42][CH:41]=1. (5) Given the reactants [CH:1]1([CH2:6][CH:7]([C:11]2[CH:16]=[CH:15][C:14]([Cl:17])=[C:13]([Cl:18])[CH:12]=2)[C:8]([OH:10])=O)[CH2:5][CH2:4][CH2:3][CH2:2]1.F[P-](F)(F)(F)(F)F.N1(O[P+](N(C)C)(N(C)C)N(C)C)C2C=CC=CC=2N=N1.C(N(CC)CC)C.[NH2:53][C:54]1[CH:63]=[CH:62][C:61]2[C:56](=[CH:57][CH:58]=[CH:59][CH:60]=2)[N:55]=1, predict the reaction product. The product is: [CH:1]1([CH2:6][CH:7]([C:11]2[CH:16]=[CH:15][C:14]([Cl:17])=[C:13]([Cl:18])[CH:12]=2)[C:8]([NH:53][C:54]2[CH:63]=[CH:62][C:61]3[C:56](=[CH:57][CH:58]=[CH:59][CH:60]=3)[N:55]=2)=[O:10])[CH2:2][CH2:3][CH2:4][CH2:5]1.